Dataset: Reaction yield outcomes from USPTO patents with 853,638 reactions. Task: Predict the reaction yield, written as a fraction of the theoretical maximum amount of product (1.0 means a 100% yield; for example, 0.34 means a 34% yield). (1) The reactants are Cl[C:2]1[C:11]2[C:6](=[CH:7][C:8]([O:14][CH3:15])=[C:9]([O:12][CH3:13])[CH:10]=2)[N:5]=[CH:4][CH:3]=1.[CH3:16][C:17]1[CH:18]=[C:19]([CH:36]=[CH:37][C:38]=1[CH3:39])[CH2:20][N:21]1[C:26](=[O:27])[C:25]([C:28]2[CH:33]=[CH:32][C:31]([OH:34])=[C:30]([F:35])[CH:29]=2)=[CH:24][N:23]=[CH:22]1. No catalyst specified. The product is [CH3:13][O:12][C:9]1[CH:10]=[C:11]2[C:6](=[CH:7][C:8]=1[O:14][CH3:15])[N:5]=[CH:4][CH:3]=[C:2]2[O:34][C:31]1[CH:32]=[CH:33][C:28]([C:25]2[C:26](=[O:27])[N:21]([CH2:20][C:19]3[CH:36]=[CH:37][C:38]([CH3:39])=[C:17]([CH3:16])[CH:18]=3)[CH:22]=[N:23][CH:24]=2)=[CH:29][C:30]=1[F:35]. The yield is 0.0100. (2) The reactants are [OH:1][C:2]([CH3:35])([CH3:34])[CH2:3][C@@:4]1([C:28]2[CH:33]=[CH:32][CH:31]=[CH:30][CH:29]=2)[O:9][C:8](=[O:10])[N:7]([C@H:11]([C:13]2[CH:18]=[CH:17][C:16](B3OC(C)(C)C(C)(C)O3)=[CH:15][CH:14]=2)[CH3:12])[CH2:6][CH2:5]1.Br[C:37]1[CH:38]=[CH:39][C:40]([C:43]2([C:48]([NH2:50])=[O:49])[CH2:47][CH2:46][CH2:45][CH2:44]2)=[N:41][CH:42]=1. No catalyst specified. The product is [OH:1][C:2]([CH3:34])([CH3:35])[CH2:3][C@@:4]1([C:28]2[CH:33]=[CH:32][CH:31]=[CH:30][CH:29]=2)[O:9][C:8](=[O:10])[N:7]([C@H:11]([C:13]2[CH:14]=[CH:15][C:16]([C:37]3[CH:38]=[CH:39][C:40]([C:43]4([C:48]([NH2:50])=[O:49])[CH2:47][CH2:46][CH2:45][CH2:44]4)=[N:41][CH:42]=3)=[CH:17][CH:18]=2)[CH3:12])[CH2:6][CH2:5]1. The yield is 0.620. (3) The reactants are [CH3:1][C:2]1[N:7]=[C:6]2[N:8]=[C:9]([CH2:11][C:12]#[N:13])[NH:10][C:5]2=[CH:4][CH:3]=1.[C:14]1([CH:20]([C:26]([CH3:28])=O)[C:21](OCC)=[O:22])[CH:19]=[CH:18][CH:17]=[CH:16][CH:15]=1.C([O-])(=O)C.[NH4+]. The catalyst is O. The product is [CH2:14]([N:10]([CH2:5][CH3:6])[CH2:9][CH3:11])[CH3:15].[OH:22][C:21]1[N:10]2[C:5]3[CH:4]=[CH:3][C:2]([CH3:1])=[N:7][C:6]=3[N:8]=[C:9]2[C:11]([C:12]#[N:13])=[C:26]([CH3:28])[C:20]=1[C:14]1[CH:19]=[CH:18][CH:17]=[CH:16][CH:15]=1. The yield is 0.520. (4) The reactants are [OH:1][C:2]1[CH:10]=[CH:9][C:5]([C:6]([NH2:8])=[O:7])=[CH:4][CH:3]=1.C(=O)([O-])[O-].[K+].[K+].CN(C=O)C.Cl[CH2:23][CH2:24][CH:25]([O:29][CH2:30][CH3:31])[O:26][CH2:27][CH3:28]. The catalyst is O. The product is [CH2:27]([O:26][CH:25]([O:29][CH2:30][CH3:31])[CH2:24][CH2:23][O:1][C:2]1[CH:10]=[CH:9][C:5]([C:6]([NH2:8])=[O:7])=[CH:4][CH:3]=1)[CH3:28]. The yield is 0.890.